The task is: Regression. Given a peptide amino acid sequence and an MHC pseudo amino acid sequence, predict their binding affinity value. This is MHC class I binding data.. This data is from Peptide-MHC class I binding affinity with 185,985 pairs from IEDB/IMGT. (1) The peptide sequence is IVRTNRNEL. The MHC is HLA-B15:09 with pseudo-sequence HLA-B15:09. The binding affinity (normalized) is 0.0847. (2) The peptide sequence is AVYSTFLHR. The MHC is HLA-B58:01 with pseudo-sequence HLA-B58:01. The binding affinity (normalized) is 0.0847.